From a dataset of Catalyst prediction with 721,799 reactions and 888 catalyst types from USPTO. Predict which catalyst facilitates the given reaction. Reactant: C1(C)C=CC=CC=1.[CH2:8]([CH:11]1[CH2:20][CH2:19][CH:18]2[CH:13]([CH2:14][CH2:15][CH:16]([CH:21]3[CH2:30][CH2:29][C:24]4(OCC[O:25]4)[CH2:23][CH2:22]3)[CH2:17]2)[CH2:12]1)[CH2:9][CH3:10]. Product: [CH2:8]([CH:11]1[CH2:20][CH2:19][CH:18]2[CH:13]([CH2:14][CH2:15][CH:16]([CH:21]3[CH2:22][CH2:23][C:24](=[O:25])[CH2:29][CH2:30]3)[CH2:17]2)[CH2:12]1)[CH2:9][CH3:10]. The catalyst class is: 106.